This data is from Cav3 T-type calcium channel HTS with 100,875 compounds. The task is: Binary Classification. Given a drug SMILES string, predict its activity (active/inactive) in a high-throughput screening assay against a specified biological target. (1) The molecule is S(CCCC#N)c1oc(nn1)Cc1cc2OCOc2cc1. The result is 0 (inactive). (2) The compound is FC(F)(c1nc2c(c(N)c1C#N)c(OC)ccc2OC)C(F)(F)F. The result is 0 (inactive). (3) The molecule is s1c2c(n(c(C(=O)N3CCCc4c3cccc4)c2)Cc2ccccc2)cc1. The result is 1 (active).